From a dataset of Full USPTO retrosynthesis dataset with 1.9M reactions from patents (1976-2016). Predict the reactants needed to synthesize the given product. (1) Given the product [F:8][C:9]1[CH:10]=[C:11]([CH2:35][C:36]([OH:38])=[O:37])[CH:12]=[CH:13][C:14]=1[CH2:15][O:16][CH2:17][C@@H:18]1[CH2:20][C@@H:19]1[CH:21]1[CH2:22][CH2:23][N:24]([C:27]2[O:31][N:30]=[C:29]([CH:32]([CH3:34])[CH3:33])[N:28]=2)[CH2:25][CH2:26]1, predict the reactants needed to synthesize it. The reactants are: Cl.O1CCOCC1.[F:8][C:9]1[CH:10]=[C:11]([CH2:35][C:36]([O:38]C(C)(C)C)=[O:37])[CH:12]=[CH:13][C:14]=1[CH2:15][O:16][CH2:17][C@@H:18]1[CH2:20][C@@H:19]1[CH:21]1[CH2:26][CH2:25][N:24]([C:27]2[O:31][N:30]=[C:29]([CH:32]([CH3:34])[CH3:33])[N:28]=2)[CH2:23][CH2:22]1. (2) Given the product [Br:1][C:2]1[CH:10]=[C:9]2[C:5]([C:6]([Cl:18])=[CH:7][NH:8]2)=[CH:4][CH:3]=1, predict the reactants needed to synthesize it. The reactants are: [Br:1][C:2]1[CH:10]=[C:9]2[C:5]([CH:6]=[CH:7][NH:8]2)=[CH:4][CH:3]=1.C1C(=O)N([Cl:18])C(=O)C1. (3) Given the product [CH2:22]([N:17]1[CH2:16][C:15]2([CH2:24][CH2:25][N:12]([CH:8]([C:5]3[CH:6]=[CH:7][C:2]([C:51]4[CH:60]=[C:59]5[C:54]([CH:55]=[C:56]([O:61][CH3:62])[CH:57]=[N:58]5)=[CH:53][CH:52]=4)=[CH:3][C:4]=3[F:26])[C:9]([NH2:11])=[O:10])[CH2:13][CH2:14]2)[O:20][CH2:19][C:18]1=[O:21])[CH3:23], predict the reactants needed to synthesize it. The reactants are: Br[C:2]1[CH:7]=[CH:6][C:5]([CH:8]([N:12]2[CH2:25][CH2:24][C:15]3([O:20][CH2:19][C:18](=[O:21])[N:17]([CH2:22][CH3:23])[CH2:16]3)[CH2:14][CH2:13]2)[C:9]([NH2:11])=[O:10])=[C:4]([F:26])[CH:3]=1.CC1(C)C(C)(C)OB(B2OC(C)(C)C(C)(C)O2)O1.C([O-])(=O)C.[K+].Br[C:51]1[CH:60]=[C:59]2[C:54]([CH:55]=[C:56]([O:61][CH3:62])[CH:57]=[N:58]2)=[CH:53][CH:52]=1.C([O-])([O-])=O.[K+].[K+]. (4) Given the product [NH2:1][C:2]1[N:10]=[C:9]([O:11][CH2:12][CH2:13][CH2:14][CH3:15])[N:8]=[C:7]2[C:3]=1[NH:4][C:5](=[O:27])[N:6]2[CH2:16][CH2:17][NH:18][CH2:19][C:20]([O:22][CH3:23])=[O:21], predict the reactants needed to synthesize it. The reactants are: [NH2:1][C:2]1[N:10]=[C:9]([O:11][CH2:12][CH2:13][CH2:14][CH3:15])[N:8]=[C:7]2[C:3]=1[N:4]=[C:5]([O:27]C)[N:6]2[CH2:16][CH2:17][NH:18][CH2:19][C:20]([O:22][C:23](C)(C)C)=[O:21].C[Si](Cl)(C)C. (5) Given the product [C:34]1([N:24]2[CH2:25][CH:26]([C:27]3[CH:28]=[CH:29][CH:30]=[CH:31][CH:32]=3)[CH:22]([CH2:21][N:13]([C@@H:11]([C:1]3[C:10]4[C:5](=[CH:6][CH:7]=[CH:8][CH:9]=4)[CH:4]=[CH:3][CH:2]=3)[CH3:12])[C:14](=[O:20])[O:15][C:16]([CH3:18])([CH3:19])[CH3:17])[CH2:23]2)[CH:39]=[CH:38][CH:37]=[CH:36][CH:35]=1, predict the reactants needed to synthesize it. The reactants are: [C:1]1([C@H:11]([N:13]([CH2:21][CH:22]2[CH:26]([C:27]3[CH:32]=[CH:31][CH:30]=[CH:29][CH:28]=3)[CH2:25][NH:24][CH2:23]2)[C:14](=[O:20])[O:15][C:16]([CH3:19])([CH3:18])[CH3:17])[CH3:12])[C:10]2[C:5](=[CH:6][CH:7]=[CH:8][CH:9]=2)[CH:4]=[CH:3][CH:2]=1.Cl[C:34]1[CH:39]=[CH:38][CH:37]=[CH:36][CH:35]=1.CC(C)([O-])C.[K+]. (6) Given the product [N:6]1[CH:5]=[C:4]([NH:3][C:11]2[CH:20]=[CH:19][C:18]3[C:13](=[C:14]([C:21]4[NH:29][C:28]5[CH2:27][CH2:26][NH:25][C:24](=[O:30])[C:23]=5[CH:22]=4)[CH:15]=[CH:16][CH:17]=3)[N:12]=2)[CH:9]=[N:8][CH:7]=1, predict the reactants needed to synthesize it. The reactants are: [H-].[Na+].[NH2:3][C:4]1[CH:5]=[N:6][CH:7]=[N:8][CH:9]=1.Cl[C:11]1[CH:20]=[CH:19][C:18]2[C:13](=[C:14]([C:21]3[NH:29][C:28]4[CH2:27][CH2:26][NH:25][C:24](=[O:30])[C:23]=4[CH:22]=3)[CH:15]=[CH:16][CH:17]=2)[N:12]=1.C(O)(C(F)(F)F)=O.